Dataset: Forward reaction prediction with 1.9M reactions from USPTO patents (1976-2016). Task: Predict the product of the given reaction. (1) Given the reactants [CH3:1][O:2][C:3]1[C:8]2[N:9]=[C:10]([NH:12][C:13](=[O:23])[C:14]3[CH:19]=[CH:18][N:17]=[C:16]([CH2:20][NH:21][CH3:22])[CH:15]=3)[S:11][C:7]=2[C:6]([N:24]2[CH2:29][CH2:28][O:27][CH2:26][CH2:25]2)=[CH:5][CH:4]=1.N1C=CC=CC=1.[C:36](Cl)(=[O:38])[CH3:37].C(=O)([O-])O.[Na+], predict the reaction product. The product is: [C:36]([N:21]([CH2:20][C:16]1[CH:15]=[C:14]([CH:19]=[CH:18][N:17]=1)[C:13]([NH:12][C:10]1[S:11][C:7]2[C:6]([N:24]3[CH2:29][CH2:28][O:27][CH2:26][CH2:25]3)=[CH:5][CH:4]=[C:3]([O:2][CH3:1])[C:8]=2[N:9]=1)=[O:23])[CH3:22])(=[O:38])[CH3:37]. (2) Given the reactants [ClH:1].[CH2:2]([O:9][C:10](=[O:32])[C@H:11]([CH2:28][CH:29]([CH3:31])[CH3:30])[NH:12][C:13](=[O:27])[C@H:14]([CH2:25][OH:26])[NH:15][C:16](=[O:24])[C@H:17]([CH2:19][CH2:20][C:21](=[O:23])[NH2:22])[NH2:18])[C:3]1[CH:8]=[CH:7][CH:6]=[CH:5][CH:4]=1.[CH:33]1[CH:38]=[C:37]2N=N[N:41](O)[C:36]2=[CH:35][CH:34]=1.O.C(N1CC[O:49][CH2:48][CH2:47]1)C.CCN=C=NCCCN(C)C.Cl, predict the reaction product. The product is: [ClH:1].[CH2:2]([O:9][C:10](=[O:32])[C@H:11]([CH2:28][CH:29]([CH3:30])[CH3:31])[NH:12][C:13](=[O:27])[C@H:14]([CH2:25][OH:26])[NH:15][C:16](=[O:24])[C@H:17]([CH2:19][CH2:20][C:21](=[O:23])[NH2:22])[NH:18][C:48](=[O:49])[CH2:47][NH:41][CH:36]1[CH2:35][CH2:34][CH2:33][CH2:38][CH2:37]1)[C:3]1[CH:4]=[CH:5][CH:6]=[CH:7][CH:8]=1. (3) Given the reactants C([O:3][C:4]([C@@H:6]1[CH2:14][C:13]2[C:8](=[CH:9][CH:10]=[CH:11][CH:12]=2)[N:7]1[C:15](=[O:37])[C@@H:16]([NH:23][C:24](=[O:36])[C@@H:25]([N:27]([C:29]([O:31][C:32]([CH3:35])([CH3:34])[CH3:33])=[O:30])[CH3:28])[CH3:26])[C:17]1[CH:22]=[CH:21][CH:20]=[CH:19][CH:18]=1)=[O:5])C.[OH-].[Li+], predict the reaction product. The product is: [C:32]([O:31][C:29]([N:27]([CH3:28])[C@@H:25]([CH3:26])[C:24]([NH:23][C@@H:16]([C:17]1[CH:22]=[CH:21][CH:20]=[CH:19][CH:18]=1)[C:15]([N:7]1[C:8]2[C:13](=[CH:12][CH:11]=[CH:10][CH:9]=2)[CH2:14][C@H:6]1[C:4]([OH:5])=[O:3])=[O:37])=[O:36])=[O:30])([CH3:35])([CH3:34])[CH3:33]. (4) Given the reactants [C@@H:1]12[CH2:6][C@@H:5]1[CH2:4][NH:3][C@@H:2]2[CH2:7][NH:8][C:9]([C:11]1[N:18]2[C:14]([S:15][CH:16]=[CH:17]2)=[N:13][C:12]=1[CH3:19])=[O:10].[F:20][C:21]1[CH:22]=[C:23]([C:27]2[S:31][C:30]([CH3:32])=[N:29][C:28]=2[C:33](O)=[O:34])[CH:24]=[CH:25][CH:26]=1, predict the reaction product. The product is: [F:20][C:21]1[CH:22]=[C:23]([C:27]2[S:31][C:30]([CH3:32])=[N:29][C:28]=2[C:33]([N:3]2[CH2:4][C@@H:5]3[C@@H:1]([CH2:6]3)[C@H:2]2[CH2:7][NH:8][C:9]([C:11]2[N:18]3[C:14]([S:15][CH:16]=[CH:17]3)=[N:13][C:12]=2[CH3:19])=[O:10])=[O:34])[CH:24]=[CH:25][CH:26]=1. (5) Given the reactants Cl.[F:2][C:3]1[CH:16]=[CH:15][C:6]([C:7]([CH:9]2[CH2:14][CH2:13][NH:12][CH2:11][CH2:10]2)=[O:8])=[CH:5][CH:4]=1.Cl[C:18]([O:20][C:21]1[CH:26]=[CH:25][CH:24]=[CH:23][CH:22]=1)=[O:19].C(O)C(N)(CO)CO, predict the reaction product. The product is: [O:20]([C:18]([N:12]1[CH2:13][CH2:14][CH:9]([C:7](=[O:8])[C:6]2[CH:5]=[CH:4][C:3]([F:2])=[CH:16][CH:15]=2)[CH2:10][CH2:11]1)=[O:19])[C:21]1[CH:26]=[CH:25][CH:24]=[CH:23][CH:22]=1. (6) Given the reactants Cl[C:2]1[N:3]=[N:4][C:5]([N:8]2[CH2:13][CH2:12][N:11]([CH2:14][C:15]([N:17]3[CH2:22][CH2:21][N:20]([CH:23]4[CH2:26][CH2:25][CH2:24]4)[CH2:19][CH2:18]3)=[O:16])[CH2:10][CH2:9]2)=[CH:6][CH:7]=1.C([Sn](CCCC)(CCCC)[C:32]1[S:33][CH:34]=[CH:35][N:36]=1)CCC, predict the reaction product. The product is: [CH:23]1([N:20]2[CH2:21][CH2:22][N:17]([C:15](=[O:16])[CH2:14][N:11]3[CH2:12][CH2:13][N:8]([C:5]4[N:4]=[N:3][C:2]([C:32]5[S:33][CH:34]=[CH:35][N:36]=5)=[CH:7][CH:6]=4)[CH2:9][CH2:10]3)[CH2:18][CH2:19]2)[CH2:26][CH2:25][CH2:24]1.